From a dataset of Catalyst prediction with 721,799 reactions and 888 catalyst types from USPTO. Predict which catalyst facilitates the given reaction. (1) Reactant: [Si:1]([O:8][C@H:9]([C:30]1[CH:39]=[CH:38][C:37]([OH:40])=[C:36]2[C:31]=1[CH:32]=[CH:33][C:34](=[O:41])[NH:35]2)[CH2:10][NH:11][CH2:12][CH2:13][CH2:14][C:15]#[C:16][C:17]1[CH:22]=[CH:21][C:20]([NH:23]C(=O)C(F)(F)F)=[CH:19][CH:18]=1)([C:4]([CH3:7])([CH3:6])[CH3:5])([CH3:3])[CH3:2].C(N(CC)CC)C.[C:49]([O:53][C:54](O[C:54]([O:53][C:49]([CH3:52])([CH3:51])[CH3:50])=[O:55])=[O:55])([CH3:52])([CH3:51])[CH3:50].C(=O)([O-])[O-].[K+].[K+]. Product: [NH2:23][C:20]1[CH:19]=[CH:18][C:17]([C:16]#[C:15][CH2:14][CH2:13][CH2:12][N:11]([CH2:10][C@H:9]([O:8][Si:1]([C:4]([CH3:5])([CH3:6])[CH3:7])([CH3:2])[CH3:3])[C:30]2[CH:39]=[CH:38][C:37]([OH:40])=[C:36]3[C:31]=2[CH:32]=[CH:33][C:34](=[O:41])[NH:35]3)[C:54](=[O:55])[O:53][C:49]([CH3:52])([CH3:51])[CH3:50])=[CH:22][CH:21]=1. The catalyst class is: 4. (2) Reactant: [Cl:1][C:2]1[C:10]([OH:11])=[CH:9][CH:8]=[C:7]2[C:3]=1[C:4](=O)[C:5](=O)[NH:6]2.[F:14][C:15]1[CH:28]=[CH:27][C:18]([CH2:19][C:20]2[N:21]([NH2:26])[C:22]([NH2:25])=[N:23][N:24]=2)=[CH:17][CH:16]=1. Product: [Cl:1][C:2]1[C:10]([OH:11])=[CH:9][CH:8]=[C:7]2[C:3]=1[C:4]1[C:5]([NH:6]2)=[N:25][C:22]2=[N:23][N:24]=[C:20]([CH2:19][C:18]3[CH:27]=[CH:28][C:15]([F:14])=[CH:16][CH:17]=3)[N:21]2[N:26]=1. The catalyst class is: 196. (3) Reactant: C(O[BH-](OC(=O)C)OC(=O)C)(=O)C.[Na+].[CH3:15][O:16][C:17]1[CH:24]=[CH:23][CH:22]=[CH:21][C:18]=1[CH:19]=O.Cl.Cl.[CH:27]([CH:40]1[CH2:45][NH:44][CH2:43][CH2:42][N:41]1[CH3:46])([C:34]1[CH:39]=[CH:38][CH:37]=[CH:36][CH:35]=1)[C:28]1[CH:33]=[CH:32][CH:31]=[CH:30][CH:29]=1. Product: [CH:27]([CH:40]1[CH2:45][N:44]([CH2:19][C:18]2[CH:21]=[CH:22][CH:23]=[CH:24][C:17]=2[O:16][CH3:15])[CH2:43][CH2:42][N:41]1[CH3:46])([C:34]1[CH:39]=[CH:38][CH:37]=[CH:36][CH:35]=1)[C:28]1[CH:29]=[CH:30][CH:31]=[CH:32][CH:33]=1. The catalyst class is: 9. (4) Reactant: [NH2:1][C:2]1[CH:3]=[C:4]([CH:8]=[CH:9][C:10]=1[NH:11][CH2:12][CH2:13][CH2:14][NH:15][C:16]([O:18][C:19]([CH3:22])([CH3:21])[CH3:20])=[O:17])[C:5]([OH:7])=[O:6].C(O[C:26](OCC)(OCC)[CH2:27][CH3:28])C. Product: [C:19]([O:18][C:16]([NH:15][CH2:14][CH2:13][CH2:12][N:11]1[C:10]2[CH:9]=[CH:8][C:4]([C:5]([OH:7])=[O:6])=[CH:3][C:2]=2[N:1]=[C:26]1[CH2:27][CH3:28])=[O:17])([CH3:22])([CH3:21])[CH3:20]. The catalyst class is: 12. (5) Reactant: C([O:3][C:4](=[O:23])[CH2:5][CH2:6][CH2:7][O:8][C:9]1[C:14]2[B:15]([OH:22])[O:16][CH:17]([CH2:18][N+:19]([O-:21])=[O:20])[C:13]=2[CH:12]=[CH:11][CH:10]=1)C.[OH-].[Na+]. Product: [OH:22][B:15]1[C:14]2[C:9]([O:8][CH2:7][CH2:6][CH2:5][C:4]([OH:23])=[O:3])=[CH:10][CH:11]=[CH:12][C:13]=2[CH:17]([CH2:18][N+:19]([O-:21])=[O:20])[O:16]1. The catalyst class is: 24. (6) Reactant: [CH3:1][O:2][C:3]1[CH:8]=[CH:7][C:6]([C:9]2[S:13][C:12]([C:14]([OH:16])=O)=[C:11]([NH:17][C:18]([NH:20][C:21]3[C:26]([CH3:27])=[CH:25][C:24]([CH3:28])=[CH:23][C:22]=3[CH3:29])=[O:19])[CH:10]=2)=[CH:5][CH:4]=1.CN(C(ON1N=NC2C=CC=NC1=2)=[N+](C)C)C.F[P-](F)(F)(F)(F)F.CCN(C(C)C)C(C)C.[NH2:63][C:64]1([C:71]([O:73][CH3:74])=[O:72])[CH2:70][CH2:69][CH2:68][CH2:67][CH2:66][CH2:65]1. Product: [CH3:1][O:2][C:3]1[CH:8]=[CH:7][C:6]([C:9]2[S:13][C:12]([C:14]([NH:63][C:64]3([C:71]([O:73][CH3:74])=[O:72])[CH2:70][CH2:69][CH2:68][CH2:67][CH2:66][CH2:65]3)=[O:16])=[C:11]([NH:17][C:18]([NH:20][C:21]3[C:22]([CH3:29])=[CH:23][C:24]([CH3:28])=[CH:25][C:26]=3[CH3:27])=[O:19])[CH:10]=2)=[CH:5][CH:4]=1. The catalyst class is: 3. (7) Product: [ClH:17].[CH2:20]([O:22][C:23]([N:25]1[CH2:29][CH2:28][C@H:27]([NH:30][C:31]2[CH:36]=[CH:35][C:34]([NH:37][C:10]([C:8]3[S:9][C:5]4[CH:4]=[CH:3][C:2]([Br:1])=[CH:13][C:6]=4[CH:7]=3)=[O:12])=[CH:33][N:32]=2)[CH2:26]1)=[O:24])[CH3:21]. Reactant: [Br:1][C:2]1[CH:3]=[CH:4][C:5]2[S:9][C:8]([C:10]([OH:12])=O)=[CH:7][C:6]=2[CH:13]=1.C(Cl)(=O)C([Cl:17])=O.[CH2:20]([O:22][C:23]([N:25]1[CH2:29][CH2:28][C@H:27]([NH:30][C:31]2[CH:36]=[CH:35][C:34]([NH2:37])=[CH:33][N:32]=2)[CH2:26]1)=[O:24])[CH3:21].C(N(CC)CC)C. The catalyst class is: 139.